From a dataset of Catalyst prediction with 721,799 reactions and 888 catalyst types from USPTO. Predict which catalyst facilitates the given reaction. (1) Reactant: COC[O:4][C:5]1[C:13]2[CH:12]=[C:11]([C:14]3[O:18][C:17]([S:19][CH3:20])=[N:16][N:15]=3)[O:10][C:9]=2[CH:8]=[CH:7][CH:6]=1.Cl. Product: [OH:4][C:5]1[C:13]2[CH:12]=[C:11]([C:14]3[O:18][C:17]([S:19][CH3:20])=[N:16][N:15]=3)[O:10][C:9]=2[CH:8]=[CH:7][CH:6]=1. The catalyst class is: 1. (2) Reactant: [CH3:1][O:2][CH2:3][O:4][C:5]1[CH:10]=[C:9]([O:11][CH2:12][O:13][CH3:14])[CH:8]=[CH:7][C:6]=1[O:15][CH2:16][CH2:17][CH3:18].[Li][CH2:20]CCC.CI. Product: [CH3:14][O:13][CH2:12][O:11][C:9]1[CH:8]=[CH:7][C:6]([O:15][CH2:16][CH2:17][CH3:18])=[C:5]([O:4][CH2:3][O:2][CH3:1])[C:10]=1[CH3:20]. The catalyst class is: 1. (3) Reactant: [C:1]([C:3](=[C:11]1[N:16]=[C:15]([C:17]([F:20])([F:19])[F:18])[CH:14]=[CH:13][NH:12]1)C(OC(C)(C)C)=O)#[N:2].O1CCOCC1. The catalyst class is: 33. Product: [F:20][C:17]([F:18])([F:19])[C:15]1[CH:14]=[CH:13][N:12]=[C:11]([CH2:3][C:1]#[N:2])[N:16]=1. (4) Reactant: [C:1]([NH:8][CH2:9][C:10]([N:12]1[CH2:19][CH2:18][CH2:17][C@H:13]1[C:14]([OH:16])=[O:15])=[O:11])([O:3][C:4]([CH3:7])([CH3:6])[CH3:5])=[O:2].[N+:20]([C:23]1[CH:28]=[CH:27][C:26](O)=[CH:25][CH:24]=1)([O-:22])=[O:21].C1CCC(N=C=NC2CCCCC2)CC1. Product: [N+:20]([C:23]1[CH:28]=[CH:27][C:26]([O:15][C:14](=[O:16])[C@@H:13]2[CH2:17][CH2:18][CH2:19][N:12]2[C:10](=[O:11])[CH2:9][NH:8][C:1]([O:3][C:4]([CH3:6])([CH3:7])[CH3:5])=[O:2])=[CH:25][CH:24]=1)([O-:22])=[O:21]. The catalyst class is: 1. (5) Reactant: C[O:2][C:3]1[S:4][C:5]([C:8]([OH:10])=[O:9])=[CH:6][N:7]=1.C[O-].[Na+].[OH-].[Na+]. Product: [O:2]=[C:3]1[NH:7][CH:6]=[C:5]([C:8]([OH:10])=[O:9])[S:4]1. The catalyst class is: 5.